From a dataset of TCR-epitope binding with 47,182 pairs between 192 epitopes and 23,139 TCRs. Binary Classification. Given a T-cell receptor sequence (or CDR3 region) and an epitope sequence, predict whether binding occurs between them. (1) The epitope is LEPLVDLPI. The TCR CDR3 sequence is CASSLGSFPGTGANTGELFF. Result: 0 (the TCR does not bind to the epitope). (2) The epitope is IPIQASLPF. The TCR CDR3 sequence is CASSQDLTLPSEQYF. Result: 1 (the TCR binds to the epitope). (3) The epitope is KTSVDCTMYI. The TCR CDR3 sequence is CASSLGQGVSPLHF. Result: 1 (the TCR binds to the epitope). (4) The epitope is IPRRNVATL. The TCR CDR3 sequence is CASSLEASMNTEAFF. Result: 0 (the TCR does not bind to the epitope). (5) The epitope is LPRRSGAAGA. The TCR CDR3 sequence is CASSDSGEAKNIQYF. Result: 0 (the TCR does not bind to the epitope).